From a dataset of Catalyst prediction with 721,799 reactions and 888 catalyst types from USPTO. Predict which catalyst facilitates the given reaction. The catalyst class is: 85. Product: [N:11]1([C:1](=[O:6])[C:2](=[O:3])[CH3:4])[CH2:15][CH2:14][CH2:13][CH2:12]1. Reactant: [C:1]([OH:6])(=O)[C:2]([CH3:4])=[O:3].O=S(Cl)Cl.[NH:11]1[CH2:15][CH2:14][CH2:13][CH2:12]1.